The task is: Predict the reactants needed to synthesize the given product.. This data is from Full USPTO retrosynthesis dataset with 1.9M reactions from patents (1976-2016). (1) Given the product [Br:25][C:24]1([Br:26])[CH:10]2[CH:11]1[CH2:12][O:13][C:14]1[C:9]2=[CH:8][CH:7]=[C:6]([NH:5][C:3](=[O:4])[C:2]([CH3:21])([CH3:20])[CH3:1])[C:15]=1[C:16]([O:18][CH3:19])=[O:17], predict the reactants needed to synthesize it. The reactants are: [CH3:1][C:2]([CH3:21])([CH3:20])[C:3]([NH:5][C:6]1[C:15]([C:16]([O:18][CH3:19])=[O:17])=[C:14]2[C:9]([CH:10]=[CH:11][CH2:12][O:13]2)=[CH:8][CH:7]=1)=[O:4].[OH-].[Na+].[CH:24](Br)([Br:26])[Br:25]. (2) Given the product [Cl:35][C:36]1[CH:37]=[C:38]([C:42]2[CH:43]=[CH:44][C:45]3[N:51]4[CH2:52][C@H:48]([CH2:49][CH2:50]4)[N:47]([C:24]([NH:15][C:13]4[CH:12]=[N:11][CH:10]=[C:9]([O:8][CH2:7][CH:5]([OH:6])[CH2:4][OH:3])[N:14]=4)=[O:26])[C:46]=3[N:53]=2)[CH:39]=[CH:40][CH:41]=1, predict the reactants needed to synthesize it. The reactants are: CC1(C)[O:6][CH:5]([CH2:7][O:8][C:9]2[N:14]=[C:13]([NH2:15])[CH:12]=[N:11][CH:10]=2)[CH2:4][O:3]1.N1C=CC=CC=1.Cl[C:24](Cl)([O:26]C(=O)OC(Cl)(Cl)Cl)Cl.[Cl:35][C:36]1[CH:37]=[C:38]([C:42]2[CH:43]=[CH:44][C:45]3[N:51]4[CH2:52][C@H:48]([CH2:49][CH2:50]4)[NH:47][C:46]=3[N:53]=2)[CH:39]=[CH:40][CH:41]=1. (3) The reactants are: [O:1]1[CH2:7][CH2:6][C:5](=[O:8])[NH:4][CH2:3][CH2:2]1.[C:9]([O:13][C:14](=O)[O:15]C(C)(C)C)([CH3:12])([CH3:11])[CH3:10].CN(C1C=CC=CN=1)C.C(N(CC)CC)C. Given the product [O:8]=[C:5]1[CH2:6][CH2:7][O:1][CH2:2][CH2:3][N:4]1[C:14]([O:13][C:9]([CH3:12])([CH3:11])[CH3:10])=[O:15], predict the reactants needed to synthesize it. (4) Given the product [CH3:24][S:25]([O:23][CH2:22][CH2:21][O:20][CH2:19][CH2:18][O:17][CH2:16][CH2:15][O:14][CH2:13][CH2:12][O:11][C:1]12[CH2:8][CH:7]3[CH2:9][CH:3]([CH2:4][CH:5]([CH2:6]3)[CH2:10]1)[CH2:2]2)(=[O:27])=[O:26], predict the reactants needed to synthesize it. The reactants are: [C:1]12([O:11][CH2:12][CH2:13][O:14][CH2:15][CH2:16][O:17][CH2:18][CH2:19][O:20][CH2:21][CH2:22][OH:23])[CH2:10][CH:5]3[CH2:6][CH:7]([CH2:9][CH:3]([CH2:4]3)[CH2:2]1)[CH2:8]2.[CH3:24][S:25](Cl)(=[O:27])=[O:26].CCN(CC)CC.CCOC(C)=O. (5) Given the product [CH2:29]([C:28]1[C:23]2[C:24](=[N:25][C:20]([C:19]3[N:15]([C:12]4[CH:13]=[C:14]([OH:39])[CH:9]=[CH:10][CH:11]=4)[N:16]=[CH:17][CH:18]=3)=[CH:21][CH:22]=2)[N:26]([CH:31]2[CH2:36][CH2:35][O:34][CH2:33][CH2:32]2)[N:27]=1)[CH3:30], predict the reactants needed to synthesize it. The reactants are: C(O[C:9]1[CH:14]=[CH:13][C:12]([N:15]2[C:19]([C:20]3[N:25]=[C:24]4[N:26]([CH:31]5[CH2:36][CH2:35][O:34][CH2:33][CH2:32]5)[N:27]=[C:28]([CH2:29][CH3:30])[C:23]4=[CH:22][CH:21]=3)=[CH:18][CH:17]=[N:16]2)=[CH:11][CH:10]=1)C1C=CC=CC=1.C([OH:39])C. (6) Given the product [C:6]([C:5]1[CH:8]=[CH:9][C:2]([C:22]2[CH:31]=[CH:30][CH:29]=[CH:28][C:23]=2[C:24]([O:26][CH3:27])=[O:25])=[CH:3][CH:4]=1)#[N:7], predict the reactants needed to synthesize it. The reactants are: Br[C:2]1[CH:9]=[CH:8][C:5]([C:6]#[N:7])=[CH:4][CH:3]=1.[Li]CCCC.CCCCCC.I[C:22]1[CH:31]=[CH:30][CH:29]=[CH:28][C:23]=1[C:24]([O:26][CH3:27])=[O:25]. (7) Given the product [CH3:7][Si:8]([CH3:10])([CH3:9])[O:6][C:2]([CH3:3])([C:4]#[CH:5])[CH3:1], predict the reactants needed to synthesize it. The reactants are: [CH3:1][C:2]([OH:6])([C:4]#[CH:5])[CH3:3].[CH3:7][Si:8](N[Si:8]([CH3:10])([CH3:9])[CH3:7])([CH3:10])[CH3:9]. (8) Given the product [CH2:17]([N:24]1[CH2:29][CH2:28][N:27]([CH:2]2[CH2:16][CH:5]3[CH2:6][N:7]([C:9]([O:11][C:12]([CH3:15])([CH3:14])[CH3:13])=[O:10])[CH2:8][CH:4]3[CH2:3]2)[CH2:26][CH2:25]1)[C:18]1[CH:19]=[CH:20][CH:21]=[CH:22][CH:23]=1, predict the reactants needed to synthesize it. The reactants are: O=[C:2]1[CH2:16][CH:5]2[CH2:6][N:7]([C:9]([O:11][C:12]([CH3:15])([CH3:14])[CH3:13])=[O:10])[CH2:8][CH:4]2[CH2:3]1.[CH2:17]([N:24]1[CH2:29][CH2:28][NH:27][CH2:26][CH2:25]1)[C:18]1[CH:23]=[CH:22][CH:21]=[CH:20][CH:19]=1.[BH4-].[Na+].